From a dataset of Orexin1 receptor HTS with 218,158 compounds and 233 confirmed actives. Binary Classification. Given a drug SMILES string, predict its activity (active/inactive) in a high-throughput screening assay against a specified biological target. (1) The drug is Clc1c(C2C(C(O)(NC(SCC=C)=C2C#N)C(F)(F)F)C(=O)c2sccc2)cccc1. The result is 1 (active). (2) The molecule is S(=O)(=O)(N)c1ccc(NC(=O)CNC(=O)c2cc3OCOc3cc2)cc1. The result is 0 (inactive).